Dataset: Reaction yield outcomes from USPTO patents with 853,638 reactions. Task: Predict the reaction yield, written as a fraction of the theoretical maximum amount of product (1.0 means a 100% yield; for example, 0.34 means a 34% yield). (1) The reactants are CS([O:5][CH2:6][CH:7]1[CH2:12][CH2:11][N:10]([C:13]([O:15][C:16]([CH3:19])([CH3:18])[CH3:17])=[O:14])[CH2:9][CH2:8]1)(=O)=O.[NH2:20][C:21]1[C:26](O)=[CH:25][CH:24]=[CH:23][N:22]=1.C([O-])([O-])=O.[Cs+].[Cs+].C(Cl)Cl.CO. The catalyst is CN(C=O)C. The product is [NH2:20][C:21]1[C:26]([O:5][CH2:6][CH:7]2[CH2:12][CH2:11][N:10]([C:13]([O:15][C:16]([CH3:19])([CH3:18])[CH3:17])=[O:14])[CH2:9][CH2:8]2)=[CH:25][CH:24]=[CH:23][N:22]=1. The yield is 0.780. (2) The reactants are [C:1]([C:5]1[O:9][N:8]=[C:7]([NH:10][C:11]([NH:13][C:14]2[CH:19]=[CH:18][CH:17]=[C:16]([O:20][C:21]3[C:30]4[C:25](=[CH:26][C:27]5[O:34][CH2:33][CH2:32][O:31][C:28]=5[CH:29]=4)[N:24]=[CH:23][N:22]=3)[CH:15]=2)=[O:12])[CH:6]=1)([CH3:4])([CH3:3])[CH3:2].[ClH:35].CCOCC. The product is [ClH:35].[C:1]([C:5]1[O:9][N:8]=[C:7]([NH:10][C:11]([NH:13][C:14]2[CH:19]=[CH:18][CH:17]=[C:16]([O:20][C:21]3[C:30]4[C:25](=[CH:26][C:27]5[O:34][CH2:33][CH2:32][O:31][C:28]=5[CH:29]=4)[N:24]=[CH:23][N:22]=3)[CH:15]=2)=[O:12])[CH:6]=1)([CH3:4])([CH3:2])[CH3:3]. The catalyst is C(Cl)Cl.CO. The yield is 0.350.